Dataset: Catalyst prediction with 721,799 reactions and 888 catalyst types from USPTO. Task: Predict which catalyst facilitates the given reaction. Reactant: C(N(S(F)(F)[F:7])CC)C.C(Cl)Cl.[F:13][C:14]1[CH:23]=[CH:22][CH:21]=[C:20]2[C:15]=1[CH:16](O)[C:17]([CH3:35])([CH3:34])[N:18]=[C:19]2[C:24]1[CH:25]=[N:26][C:27]2[C:32]([CH:33]=1)=[CH:31][CH:30]=[CH:29][CH:28]=2. Product: [F:7][CH:16]1[C:15]2[C:20](=[CH:21][CH:22]=[CH:23][C:14]=2[F:13])[C:19]([C:24]2[CH:25]=[N:26][C:27]3[C:32]([CH:33]=2)=[CH:31][CH:30]=[CH:29][CH:28]=3)=[N:18][C:17]1([CH3:35])[CH3:34]. The catalyst class is: 6.